Dataset: Forward reaction prediction with 1.9M reactions from USPTO patents (1976-2016). Task: Predict the product of the given reaction. (1) Given the reactants [NH2:1][C:2]1[S:3][C:4]([CH3:7])=[CH:5][N:6]=1.[C:8]([NH:17][C:18](OC1C=CC=CC=1)=[O:19])(OC1C=CC=CC=1)=[O:9], predict the reaction product. The product is: [CH3:7][C:4]1[S:3][C:2]2=[N:1][C:8](=[O:9])[NH:17][C:18](=[O:19])[N:6]2[CH:5]=1. (2) Given the reactants [CH:1]([C:4]1[CH:9]=[CH:8][CH:7]=[CH:6][C:5]=1[NH:10][C:11]1[CH:12]=[C:13]([C:19]2[CH:24]=[CH:23][CH:22]=[CH:21][CH:20]=2)[C:14]([CH3:18])=[CH:15][C:16]=1[NH2:17])([CH3:3])[CH3:2].S(=O)(O)[O-].[Na+].[CH:30](=O)[C:31]1[CH:36]=[CH:35][CH:34]=[CH:33][CH:32]=1.CN(C=O)C, predict the reaction product. The product is: [CH:1]([C:4]1[CH:9]=[CH:8][CH:7]=[CH:6][C:5]=1[N:10]1[C:11]2[CH:12]=[C:13]([C:19]3[CH:24]=[CH:23][CH:22]=[CH:21][CH:20]=3)[C:14]([CH3:18])=[CH:15][C:16]=2[N:17]=[C:30]1[C:31]1[CH:36]=[CH:35][CH:34]=[CH:33][CH:32]=1)([CH3:3])[CH3:2]. (3) Given the reactants [F:1][C:2](=[CH2:7])[C:3]([O:5]C)=[O:4].[CH2:8]=[CH:9][CH2:10][CH2:11][CH2:12][CH2:13][CH:14]=[CH2:15].[CH:16]([C:18]1[CH:23]=[CH:22][CH:21]=[CH:20][C:19]=1[CH:24]=[CH2:25])=[CH2:17].[Cl-].[Na+].N([O-])=O.[Na+], predict the reaction product. The product is: [CH2:8]=[CH:9][CH2:10][CH2:11][CH2:12][CH2:13][CH:14]=[CH2:15].[CH:16]([C:18]1[CH:23]=[CH:22][CH:21]=[CH:20][C:19]=1[CH:24]=[CH2:25])=[CH2:17].[CH3:8][CH:7]=[C:2]([F:1])[C:3]([OH:5])=[O:4]. (4) Given the reactants [CH3:1][C:2]1[CH:3]=[C:4]2[C:9](=[CH:10][C:11]=1[N+:12]([O-:14])=[O:13])[N:8]=[CH:7][CH:6]=[CH:5]2.C([O:19]C(N(C)C)N(C)C)(C)(C)C, predict the reaction product. The product is: [N+:12]([C:11]1[CH:10]=[C:9]2[C:4]([CH:5]=[CH:6][CH:7]=[N:8]2)=[CH:3][C:2]=1[CH:1]=[O:19])([O-:14])=[O:13]. (5) Given the reactants [Cl:1][C:2]1[CH:7]=[CH:6][C:5]([S:8](Cl)(=[O:10])=[O:9])=[CH:4][CH:3]=1.Cl.[CH3:13][O:14][C:15]1[CH:16]=[C:17]([C:23]2[CH:24](C)[CH2:25][C:26](=[O:35])[N:27]([CH:29]3[CH2:34][CH2:33][NH:32][CH2:31][CH2:30]3)[N:28]=2)[CH:18]=[CH:19][C:20]=1[O:21][CH3:22].C(N1CCC(N2C(=O)CC(C)C(C3C=CC(OC)=C(OC)C=3)=N2)CC1)(=O)C, predict the reaction product. The product is: [Cl:1][C:2]1[CH:7]=[CH:6][C:5]([S:8]([N:32]2[CH2:31][CH2:30][CH:29]([N:27]3[C:26](=[O:35])[CH2:25][CH2:24][C:23]([C:17]4[CH:18]=[CH:19][C:20]([O:21][CH3:22])=[C:15]([O:14][CH3:13])[CH:16]=4)=[N:28]3)[CH2:34][CH2:33]2)(=[O:10])=[O:9])=[CH:4][CH:3]=1.